Task: Predict the product of the given reaction.. Dataset: Forward reaction prediction with 1.9M reactions from USPTO patents (1976-2016) (1) Given the reactants [Cl:1][C:2]1[C:9]([Cl:10])=[CH:8][CH:7]=[CH:6][C:3]=1[CH:4]=O.[C:11]([NH:14][NH2:15])([NH2:13])=[NH:12].Cl, predict the reaction product. The product is: [ClH:1].[Cl:1][C:2]1[C:9]([Cl:10])=[CH:8][CH:7]=[CH:6][C:3]=1[CH:4]=[N:15][NH:14][C:11]([NH2:13])=[NH:12]. (2) Given the reactants Br[CH2:2][C:3]([C:5]1[CH:10]=[C:9]([F:11])[CH:8]=[CH:7][C:6]=1[O:12][CH3:13])=O.[CH:14]1([CH2:17][NH2:18])[CH2:16][CH2:15]1.[F:19][C:20]([F:25])([F:24])[CH2:21][CH2:22][NH2:23], predict the reaction product. The product is: [F:19][C:20]([F:25])([F:24])[CH2:21][CH2:22][NH:23][C:6]([C:5]1[CH:2]=[C:3]([C:5]2[CH:10]=[C:9]([F:11])[CH:8]=[CH:7][C:6]=2[O:12][CH3:13])[N:18]([CH2:17][CH:14]2[CH2:16][CH2:15]2)[C:3]=1[CH3:2])=[O:12]. (3) Given the reactants [CH3:1][O:2][C:3]1[C@:10]2([CH2:13][CH:14]=[C:15]([CH3:17])[CH3:16])[C:11](=[O:12])[C@@H:6]([C@:7]([CH3:28])([CH2:22][CH2:23][CH:24]=[C:25]([CH3:27])[CH3:26])[C@@H:8]([O:18][CH2:19][O:20][CH3:21])[CH2:9]2)[C:5](=[O:29])[C:4]=1[Si](C)(C)C.[Li]N1C(C)(C)CCCC1(C)C.[C:45](Cl)(=[O:49])[CH:46]([CH3:48])[CH3:47].CCCC[N+](CCCC)(CCCC)CCCC.[F-], predict the reaction product. The product is: [C:45]([C@:6]12[C:11](=[O:12])[C@:10]([CH2:13][CH:14]=[C:15]([CH3:17])[CH3:16])([CH2:9][C@H:8]([O:18][CH2:19][O:20][CH3:21])[C@@:7]1([CH3:28])[CH2:22][CH2:23][CH:24]=[C:25]([CH3:27])[CH3:26])[C:3]([O:2][CH3:1])=[CH:4][C:5]2=[O:29])(=[O:49])[CH:46]([CH3:48])[CH3:47]. (4) Given the reactants [Cl:1][C:2]1[CH:10]=[C:9]([C:11]([NH:13][C@H:14]([C:16]2[NH:20][C:19]3[CH:21]=[CH:22][C:23]([Cl:25])=[CH:24][C:18]=3[N:17]=2)[CH3:15])=[O:12])[CH:8]=[CH:7][C:3]=1[C:4]([OH:6])=O.CN(C(ON1N=NC2C=CC=CC1=2)=[N+](C)C)C.[B-](F)(F)(F)F.C(N(C(C)C)CC)(C)C.[C:57]([O:61][C:62]([NH:64][CH2:65][C@@H:66]1[CH2:70][CH2:69][CH2:68][NH:67]1)=[O:63])([CH3:60])([CH3:59])[CH3:58].ClCl, predict the reaction product. The product is: [Cl:25][C:23]1[CH:22]=[CH:21][C:19]2[NH:20][C:16]([C@@H:14]([NH:13][C:11](=[O:12])[C:9]3[CH:8]=[CH:7][C:3]([C:4]([N:67]4[CH2:68][CH2:69][CH2:70][C@H:66]4[CH2:65][NH:64][C:62]([O:61][C:57]([CH3:60])([CH3:59])[CH3:58])=[O:63])=[O:6])=[C:2]([Cl:1])[CH:10]=3)[CH3:15])=[N:17][C:18]=2[CH:24]=1.